Task: Predict which catalyst facilitates the given reaction.. Dataset: Catalyst prediction with 721,799 reactions and 888 catalyst types from USPTO (1) Reactant: [OH:1][CH:2]1[CH2:5][C:4]([C:12]([O:14][CH:15]([CH3:17])[CH3:16])=[O:13])([C:6]([O:8][CH:9]([CH3:11])[CH3:10])=[O:7])[CH2:3]1.CC(OI1(OC(C)=O)(OC(C)=O)OC(=O)C2C1=CC=CC=2)=O. Product: [O:1]=[C:2]1[CH2:5][C:4]([C:6]([O:8][CH:9]([CH3:11])[CH3:10])=[O:7])([C:12]([O:14][CH:15]([CH3:16])[CH3:17])=[O:13])[CH2:3]1. The catalyst class is: 4. (2) Reactant: C([Mg]Br)(C)C.[F:6][C:7]([F:38])([F:37])[C:8]1[CH:9]=[C:10]([CH:30]=[C:31]([C:33]([F:36])([F:35])[F:34])[CH:32]=1)[CH2:11][N:12]([CH3:29])[C:13](=[O:28])[C:14]1[C:19]([C:20]2[CH:25]=[CH:24][CH:23]=[CH:22][C:21]=2[CH3:26])=[CH:18][C:17](I)=[N:16][CH:15]=1.[CH:39](=[O:46])[C:40]1[CH:45]=[CH:44][CH:43]=[CH:42][CH:41]=1.[Cl-].[NH4+]. Product: [F:6][C:7]([F:38])([F:37])[C:8]1[CH:9]=[C:10]([CH:30]=[C:31]([C:33]([F:36])([F:35])[F:34])[CH:32]=1)[CH2:11][N:12]([CH3:29])[C:13](=[O:28])[C:14]1[C:19]([C:20]2[CH:25]=[CH:24][CH:23]=[CH:22][C:21]=2[CH3:26])=[CH:18][C:17]([CH:39]([OH:46])[C:40]2[CH:45]=[CH:44][CH:43]=[CH:42][CH:41]=2)=[N:16][CH:15]=1. The catalyst class is: 30. (3) Reactant: [C:1]1([CH2:7][C:8](Cl)=[O:9])[CH:6]=[CH:5][CH:4]=[CH:3][CH:2]=1.[S-:11][C:12]#[N:13].[K+].[NH2:15][C:16]1[CH:36]=[CH:35][C:19]([O:20][C:21]2[CH:26]=[CH:25][N:24]=[C:23]([NH:27][C:28]([N:30]3[CH2:34][CH2:33][CH2:32][CH2:31]3)=[O:29])[CH:22]=2)=[C:18]([CH3:37])[CH:17]=1. Product: [CH3:37][C:18]1[CH:17]=[C:16]([NH:15][C:12]([NH:13][C:8](=[O:9])[CH2:7][C:1]2[CH:6]=[CH:5][CH:4]=[CH:3][CH:2]=2)=[S:11])[CH:36]=[CH:35][C:19]=1[O:20][C:21]1[CH:26]=[CH:25][N:24]=[C:23]([NH:27][C:28]([N:30]2[CH2:34][CH2:33][CH2:32][CH2:31]2)=[O:29])[CH:22]=1. The catalyst class is: 753. (4) Reactant: [F:1][C:2]([F:6])([F:5])[CH2:3][OH:4].[H-].[Na+].Br[CH2:10][C:11]1[CH:16]=[C:15]([C:17]2[C:22]([Cl:23])=[CH:21][C:20]([C:24]([F:27])([F:26])[F:25])=[CH:19][N:18]=2)[N:14]2[N:28]=[CH:29][N:30]=[C:13]2[N:12]=1.Cl. Product: [Cl:23][C:22]1[C:17]([C:15]2[N:14]3[N:28]=[CH:29][N:30]=[C:13]3[N:12]=[C:11]([CH2:10][O:4][CH2:3][C:2]([F:6])([F:5])[F:1])[CH:16]=2)=[N:18][CH:19]=[C:20]([C:24]([F:26])([F:25])[F:27])[CH:21]=1. The catalyst class is: 7. (5) Reactant: Cl.[CH3:2][C:3]1([C:11]2[CH:15]=[CH:14][S:13][C:12]=2[S:16]([NH2:19])(=[O:18])=[O:17])OCC(C)(C)C[O:4]1. Product: [C:3]([C:11]1[CH:15]=[CH:14][S:13][C:12]=1[S:16]([NH2:19])(=[O:17])=[O:18])(=[O:4])[CH3:2]. The catalyst class is: 7. (6) The catalyst class is: 1. Reactant: [Br:1][C:2]([CH3:7])([CH3:6])[C:3](Br)=[O:4].[CH2:8]([OH:15])[C:9]1[CH:14]=[CH:13][CH:12]=[CH:11][CH:10]=1.N1C=CC=CC=1.O. Product: [Br:1][C:2]([CH3:7])([CH3:6])[C:3]([O:15][CH2:8][C:9]1[CH:14]=[CH:13][CH:12]=[CH:11][CH:10]=1)=[O:4]. (7) Reactant: [CH3:1][NH:2][CH3:3].[NH:4]1[CH:8]=[CH:7][N:6]=[N:5]1.[CH2:9]1[C:13]2([CH2:18][CH2:17][C:16](=O)[CH2:15][CH2:14]2)[CH2:12][C:11](=[O:20])[NH:10]1. Product: [CH3:1][N:2]([CH3:3])[C:16]1([N:4]2[CH:8]=[CH:7][N:6]=[N:5]2)[CH2:17][CH2:18][C:13]2([CH2:9][NH:10][C:11](=[O:20])[CH2:12]2)[CH2:14][CH2:15]1. The catalyst class is: 7. (8) Reactant: Cl[C:2]1[C:7]([F:8])=[C:6]([CH:9]=[N:10]O)[CH:5]=[CH:4][N:3]=1. Product: [F:8][C:7]1[CH:2]=[N:3][CH:4]=[CH:5][C:6]=1[CH2:9][NH2:10]. The catalyst class is: 183. (9) Reactant: [C:1]([O:5][C:6]([NH:8][C@@H:9]([CH2:17][CH2:18][CH3:19])/[CH:10]=[CH:11]/[C:12](OCC)=[O:13])=[O:7])([CH3:4])([CH3:3])[CH3:2].B(F)(F)F.CCOCC.CC(C[AlH]CC(C)C)C.C(C(C(C([O-])=O)O)O)([O-])=O.[Na+].[K+]. Product: [OH:13][CH2:12]/[CH:11]=[CH:10]/[C@@H:9]([NH:8][C:6](=[O:7])[O:5][C:1]([CH3:4])([CH3:3])[CH3:2])[CH2:17][CH2:18][CH3:19]. The catalyst class is: 585. (10) Reactant: [CH2:1]([O:8][CH2:9][C@H:10]1[CH2:14][O:13]C(C)(C)[O:11]1)[C:2]1[CH:7]=[CH:6][CH:5]=[CH:4][CH:3]=1.Cl.C([O-])(O)=O.[Na+]. Product: [CH2:1]([O:8][CH2:9][C@H:10]([OH:11])[CH2:14][OH:13])[C:2]1[CH:7]=[CH:6][CH:5]=[CH:4][CH:3]=1. The catalyst class is: 5.